Dataset: Full USPTO retrosynthesis dataset with 1.9M reactions from patents (1976-2016). Task: Predict the reactants needed to synthesize the given product. (1) The reactants are: Cl[C:2]1[N:3]=[N:4][C:5]([CH3:8])=[CH:6][CH:7]=1.[Si:9]([C:13]#[CH:14])([CH3:12])([CH3:11])[CH3:10]. Given the product [CH3:8][C:5]1[N:4]=[N:3][C:2]([C:14]#[C:13][Si:9]([CH3:12])([CH3:11])[CH3:10])=[CH:7][CH:6]=1, predict the reactants needed to synthesize it. (2) Given the product [CH2:7]([N:5]1[CH2:4][C@@H:3]2[C@@H:2]([NH:1][C:20](=[O:21])[O:14]2)[CH2:6]1)[C:8]1[CH:13]=[CH:12][CH:11]=[CH:10][CH:9]=1, predict the reactants needed to synthesize it. The reactants are: [NH2:1][C@H:2]1[CH2:6][N:5]([CH2:7][C:8]2[CH:13]=[CH:12][CH:11]=[CH:10][CH:9]=2)[CH2:4][C@H:3]1[OH:14].C1N=CN([C:20](N2C=NC=C2)=[O:21])C=1. (3) The reactants are: C(OCCCCC)(=O)C.[OH:10][C:11]1[CH:20]=[CH:19][C:14]([C:15]([O:17]C)=[O:16])=[CH:13][CH:12]=1.C(=O)([O-])[O-].[K+].[K+].Cl.[Cl:28][CH2:29][CH2:30][N:31]1[CH2:36][CH2:35][CH2:34][CH2:33][CH2:32]1. Given the product [ClH:28].[N:31]1([CH2:30][CH2:29][O:10][C:11]2[CH:20]=[CH:19][C:14]([C:15]([OH:17])=[O:16])=[CH:13][CH:12]=2)[CH2:36][CH2:35][CH2:34][CH2:33][CH2:32]1, predict the reactants needed to synthesize it. (4) Given the product [C:35]([N:24]1[CH2:23][CH2:22][N:21]([C:18]2[CH:19]=[CH:20][C:15]([C:7]3[NH:6][C:5](=[O:27])[C:4]4[C:9](=[CH:10][C:11]([O:13][CH3:14])=[CH:12][C:3]=4[O:2][CH3:1])[N:8]=3)=[CH:16][CH:17]=2)[CH2:26][CH2:25]1)(=[O:42])[C:36]1[CH:41]=[CH:40][CH:39]=[CH:38][CH:37]=1, predict the reactants needed to synthesize it. The reactants are: [CH3:1][O:2][C:3]1[CH:12]=[C:11]([O:13][CH3:14])[CH:10]=[C:9]2[C:4]=1[C:5](=[O:27])[NH:6][C:7]([C:15]1[CH:20]=[CH:19][C:18]([N:21]3[CH2:26][CH2:25][NH:24][CH2:23][CH2:22]3)=[CH:17][CH:16]=1)=[N:8]2.CCN(CC)CC.[C:35](Cl)(=[O:42])[C:36]1[CH:41]=[CH:40][CH:39]=[CH:38][CH:37]=1. (5) Given the product [NH2:10][CH:9]([CH2:8][C:7]1[CH:22]=[CH:23][CH:24]=[C:5]([C:2]([F:4])([F:1])[CH3:3])[CH:6]=1)[CH:13]([C:14]1[CH:19]=[CH:18][C:17]([F:20])=[CH:16][CH:15]=1)[OH:12], predict the reactants needed to synthesize it. The reactants are: [F:1][C:2]([C:5]1[CH:6]=[C:7]([CH:22]=[CH:23][CH:24]=1)[CH2:8][CH:9]1[CH:13]([C:14]2[CH:19]=[CH:18][C:17]([F:20])=[CH:16][CH:15]=2)[O:12]C(=O)[NH:10]1)([F:4])[CH3:3].[OH-].[Na+]. (6) Given the product [CH3:1][O:2][C:3](=[O:30])[CH:4]([N:8]1[C:9](=[O:29])[CH:10]([CH2:11][CH2:12][C:13]2[CH:18]=[CH:17][CH:16]=[CH:15][CH:14]=2)[NH:19][C:20]1=[O:21])[CH:5]([CH3:7])[CH3:6], predict the reactants needed to synthesize it. The reactants are: [CH3:1][O:2][C:3](=[O:30])[CH:4]([NH:8][C:9](=[O:29])[CH:10]([NH:19][C:20](OC1C=CC=CC=1)=[O:21])[CH2:11][CH2:12][C:13]1[CH:18]=[CH:17][CH:16]=[CH:15][CH:14]=1)[CH:5]([CH3:7])[CH3:6].CCN(C(C)C)C(C)C. (7) Given the product [F:23][C:24]([F:31])([F:30])[C@@H:25]1[CH2:29][CH2:28][CH2:27][N:26]1[CH2:2][C:3]1[N:7]([C:8]2[CH:15]=[CH:14][C:11]([C:12]#[N:13])=[CH:10][CH:9]=2)[N:6]=[N:5][N:4]=1, predict the reactants needed to synthesize it. The reactants are: Cl[CH2:2][C:3]1[N:7]([C:8]2[CH:15]=[CH:14][C:11]([C:12]#[N:13])=[CH:10][CH:9]=2)[N:6]=[N:5][N:4]=1.CN1CCOCC1.[F:23][C:24]([F:31])([F:30])[C@@H:25]1[CH2:29][CH2:28][CH2:27][NH:26]1.